From a dataset of Forward reaction prediction with 1.9M reactions from USPTO patents (1976-2016). Predict the product of the given reaction. (1) Given the reactants [NH2:1][C:2]1[CH:15]=[CH:14][C:13]([Cl:16])=[CH:12][C:3]=1[C:4]([C:6]1[CH:11]=[CH:10][CH:9]=[CH:8][CH:7]=1)=[O:5].[O:17](S(C(F)(F)F)(=O)=O)[S:18]([C:21]([F:24])([F:23])[F:22])(=O)=[O:19], predict the reaction product. The product is: [C:4]([C:3]1[CH:12]=[C:13]([Cl:16])[CH:14]=[CH:15][C:2]=1[NH:1][S:18]([C:21]([F:24])([F:23])[F:22])(=[O:19])=[O:17])(=[O:5])[C:6]1[CH:7]=[CH:8][CH:9]=[CH:10][CH:11]=1. (2) Given the reactants [CH3:1][N:2]1[CH2:7][CH2:6][NH:5][CH2:4][CH2:3]1.CCN(CC)CC.[Br:15][C:16]1[CH:24]=[CH:23][C:19]([C:20](Cl)=[O:21])=[CH:18][CH:17]=1, predict the reaction product. The product is: [Br:15][C:16]1[CH:24]=[CH:23][C:19]([C:20]([N:5]2[CH2:6][CH2:7][N:2]([CH3:1])[CH2:3][CH2:4]2)=[O:21])=[CH:18][CH:17]=1. (3) Given the reactants [NH:1]1[CH2:5][CH2:4][CH2:3][C:2]1=[O:6].Br[CH2:8][CH2:9][C:10]1C=[CH:14][CH:13]=[CH:12][CH:11]=1.[H-].[Na+].C[N:19](C)C=O, predict the reaction product. The product is: [N:19]1[CH:14]=[CH:13][CH:12]=[CH:11][C:10]=1[CH2:9][CH2:8][N:1]1[CH2:5][CH2:4][CH2:3][C:2]1=[O:6]. (4) Given the reactants [CH3:1][C:2]1[N:6]([C:7]2[CH:12]=[CH:11][CH:10]=[CH:9][CH:8]=2)[N:5]=[CH:4][C:3]=1[C:13]([OH:15])=O.[NH2:16][C@@H:17]1[C@H:21]2[O:22][CH2:23][C@H:24]([NH:25][C:26]([CH:28]3[CH2:30][CH2:29]3)=[O:27])[C@H:20]2[O:19][CH2:18]1, predict the reaction product. The product is: [CH:28]1([C:26]([NH:25][C@@H:24]2[C@H:20]3[O:19][CH2:18][C@H:17]([NH:16][C:13]([C:3]4[CH:4]=[N:5][N:6]([C:7]5[CH:8]=[CH:9][CH:10]=[CH:11][CH:12]=5)[C:2]=4[CH3:1])=[O:15])[C@H:21]3[O:22][CH2:23]2)=[O:27])[CH2:29][CH2:30]1. (5) Given the reactants Br[C:2]1[CH:3]=[C:4]([N:8]2[C:16]3[CH:15]=[CH:14][C:13]([CH3:17])=[CH:12][C:11]=3[C:10]3[CH2:18][N:19]([CH3:22])[CH2:20][CH2:21][C:9]2=3)[CH:5]=[CH:6][CH:7]=1.[CH:23]1[C:32]2[C:27](=[CH:28][CH:29]=[CH:30][CH:31]=2)[C:26](B(O)O)=[CH:25][N:24]=1.C([O-])([O-])=O.[K+].[K+], predict the reaction product. The product is: [CH:23]1[C:32]2[C:27](=[CH:28][CH:29]=[CH:30][CH:31]=2)[C:26]([C:2]2[CH:3]=[C:4]([N:8]3[C:16]4[CH:11]=[CH:12][C:13]([CH3:17])=[CH:14][C:15]=4[C:21]4[CH2:20][N:19]([CH3:22])[CH2:18][CH2:10][C:9]3=4)[CH:5]=[CH:6][CH:7]=2)=[CH:25][N:24]=1.